From a dataset of Reaction yield outcomes from USPTO patents with 853,638 reactions. Predict the reaction yield, written as a fraction of the theoretical maximum amount of product (1.0 means a 100% yield; for example, 0.34 means a 34% yield). (1) The reactants are [Br:1][CH2:2][CH2:3][CH2:4][CH2:5][C:6]([CH3:16])([C:9]1[CH:14]=[CH:13][C:12](C)=[CH:11][CH:10]=1)[CH2:7][OH:8].BrCCCCC(C)(C1C=CC=CC=1)C(OCC)=O.[Li+].[BH4-].CO. The catalyst is C(Cl)Cl. The product is [Br:1][CH2:2][CH2:3][CH2:4][CH2:5][C:6]([CH3:16])([C:9]1[CH:10]=[CH:11][CH:12]=[CH:13][CH:14]=1)[CH2:7][OH:8]. The yield is 0.840. (2) The reactants are Cl.[CH3:2][NH:3][O:4][CH3:5].CCN(C(C)C)C(C)C.C[Al](C)C.[CH3:19][O:20][C:21]1[C:22](=[O:41])[C:23]([C:37](OC)=[O:38])=[N:24][N:25]([C:27]2[CH:32]=[CH:31][CH:30]=[C:29]([C:33]([F:36])([F:35])[F:34])[CH:28]=2)[CH:26]=1. The catalyst is C(Cl)Cl. The product is [CH3:5][O:4][N:3]([CH3:2])[C:37]([C:23]1[C:22](=[O:41])[C:21]([O:20][CH3:19])=[CH:26][N:25]([C:27]2[CH:32]=[CH:31][CH:30]=[C:29]([C:33]([F:34])([F:35])[F:36])[CH:28]=2)[N:24]=1)=[O:38]. The yield is 0.670.